Task: Binary Classification. Given a drug SMILES string, predict its activity (active/inactive) in a high-throughput screening assay against a specified biological target.. Dataset: HIV replication inhibition screening data with 41,000+ compounds from the AIDS Antiviral Screen (1) The molecule is N#Cc1c(N2CCCC2)ncn(-c2ccccc2)c1=S. The result is 0 (inactive). (2) The molecule is CCOC(=O)C#CCCC=C(C)COC1CCCCO1. The result is 0 (inactive).